Task: Predict the product of the given reaction.. Dataset: Forward reaction prediction with 1.9M reactions from USPTO patents (1976-2016) (1) Given the reactants Br[C:2]1[C:7]([C:8]([F:11])([F:10])[F:9])=[CH:6][C:5]([NH:12][C:13]2[N:17]=[C:16]([NH2:18])[NH:15][N:14]=2)=[CH:4][C:3]=1[Cl:19].CN1C(C)(C)CC(SC2C=CC(B3OC(C)(C)C(C)(C)O3)=CC=2)CC1(C)C.[CH3:47][N:48]([CH3:67])[S:49]([C:52]1[CH:57]=[CH:56][C:55](B2OC(C)(C)C(C)(C)O2)=[CH:54][CH:53]=1)(=[O:51])=[O:50].C([O-])([O-])=O.[K+].[K+], predict the reaction product. The product is: [NH2:18][C:16]1[NH:15][N:14]=[C:13]([NH:12][C:5]2[CH:6]=[C:7]([C:8]([F:11])([F:10])[F:9])[C:2]([C:55]3[CH:54]=[CH:53][C:52]([S:49]([N:48]([CH3:67])[CH3:47])(=[O:50])=[O:51])=[CH:57][CH:56]=3)=[C:3]([Cl:19])[CH:4]=2)[N:17]=1. (2) Given the reactants C([Li:5])CCC.[CH3:6][C:7]1([CH3:15])[CH2:12][CH2:11][CH2:10][C:9]([CH3:14])([CH3:13])[NH:8]1, predict the reaction product. The product is: [Li:5][N:8]1[C:9]([CH3:14])([CH3:13])[CH2:10][CH2:11][CH2:12][C:7]1([CH3:15])[CH3:6]. (3) Given the reactants Cl[C:2]1[CH:7]=[C:6]([O:8][C:9]2[CH:15]=[CH:14][C:12]([NH2:13])=[CH:11][CH:10]=2)[CH:5]=[CH:4][N:3]=1.CC1(C)C(C)(C)OB([C:24]2[CH:25]=[C:26]([C:36]([O:38][CH3:39])=[O:37])[N:27]([C:29]([O:31][C:32]([CH3:35])([CH3:34])[CH3:33])=[O:30])[CH:28]=2)O1.C([O-])([O-])=O.[Na+].[Na+].O1CCOCC1, predict the reaction product. The product is: [NH2:13][C:12]1[CH:14]=[CH:15][C:9]([O:8][C:6]2[CH:5]=[CH:4][N:3]=[C:2]([C:24]3[CH:25]=[C:26]([C:36]([O:38][CH3:39])=[O:37])[N:27]([C:29]([O:31][C:32]([CH3:35])([CH3:34])[CH3:33])=[O:30])[CH:28]=3)[CH:7]=2)=[CH:10][CH:11]=1.